Regression. Given a peptide amino acid sequence and an MHC pseudo amino acid sequence, predict their binding affinity value. This is MHC class I binding data. From a dataset of Peptide-MHC class I binding affinity with 185,985 pairs from IEDB/IMGT. (1) The peptide sequence is DELDYENDI. The MHC is Mamu-A11 with pseudo-sequence Mamu-A11. The binding affinity (normalized) is 0.226. (2) The peptide sequence is FLGPLLVLQA. The MHC is Patr-A0101 with pseudo-sequence Patr-A0101. The binding affinity (normalized) is 0.0799.